This data is from Catalyst prediction with 721,799 reactions and 888 catalyst types from USPTO. The task is: Predict which catalyst facilitates the given reaction. (1) Reactant: C(OC(=O)[NH:7][C:8]1[CH:13]=[CH:12][C:11]([N:14]2[CH:18]=[CH:17][N:16]=[CH:15]2)=[C:10]([O:19][CH3:20])[CH:9]=1)(C)(C)C.FC(F)(F)C(O)=O. Product: [N:14]1([C:11]2[CH:12]=[CH:13][C:8]([NH2:7])=[CH:9][C:10]=2[O:19][CH3:20])[CH:18]=[CH:17][N:16]=[CH:15]1. The catalyst class is: 4. (2) Reactant: Cl[C:2](Cl)([O:4]C(=O)OC(Cl)(Cl)Cl)Cl.[NH2:13][C:14]1[CH:15]=[CH:16][C:17]([CH3:20])=[N:18][CH:19]=1.C(N(C(C)C)CC)(C)C.[C:30]([O:34][C:35]([N:37]1[CH2:41][CH2:40][C@@H:39]([O:42][C:43]2[CH:48]=[C:47]([F:49])[CH:46]=[C:45]([NH2:50])[CH:44]=2)[CH2:38]1)=[O:36])([CH3:33])([CH3:32])[CH3:31]. Product: [C:30]([O:34][C:35]([N:37]1[CH2:41][CH2:40][CH:39]([O:42][C:43]2[CH:44]=[C:45]([NH:50][C:2]([NH:13][C:14]3[CH:19]=[N:18][C:17]([CH3:20])=[CH:16][CH:15]=3)=[O:4])[CH:46]=[C:47]([F:49])[CH:48]=2)[CH2:38]1)=[O:36])([CH3:33])([CH3:31])[CH3:32]. The catalyst class is: 1. (3) Reactant: C1([Se][C:8]2([C:18]([O:20][CH2:21][CH3:22])=[O:19])[CH2:17][CH2:16][C:11]3([O:15][CH2:14][CH2:13][O:12]3)[CH2:10][CH2:9]2)C=CC=CC=1.OO. Product: [O:12]1[C:11]2([CH2:16][CH2:17][C:8]([C:18]([O:20][CH2:21][CH3:22])=[O:19])=[CH:9][CH2:10]2)[O:15][CH2:14][CH2:13]1. The catalyst class is: 4.